The task is: Predict the reaction yield, written as a fraction of the theoretical maximum amount of product (1.0 means a 100% yield; for example, 0.34 means a 34% yield).. This data is from Reaction yield outcomes from USPTO patents with 853,638 reactions. The reactants are [CH3:1][O:2][C:3](=[O:15])[C:4]1[CH:13]=[C:12](Br)[CH:11]=[C:6]([C:7]([O:9][CH3:10])=[O:8])[CH:5]=1.[CH:16]([C:18]1[CH:23]=[CH:22][N:21]=[CH:20][CH:19]=1)=[CH2:17].C1(C)C=CC=CC=1P(C1C=CC=CC=1C)C1C=CC=CC=1C. The catalyst is CCN(CC)CC.CC([O-])=O.CC([O-])=O.[Pd+2]. The product is [CH3:1][O:2][C:3](=[O:15])[C:4]1[CH:13]=[C:12]([CH:17]=[CH:16][C:18]2[CH:23]=[CH:22][N:21]=[CH:20][CH:19]=2)[CH:11]=[C:6]([C:7]([O:9][CH3:10])=[O:8])[CH:5]=1. The yield is 0.650.